The task is: Binary Classification. Given a miRNA mature sequence and a target amino acid sequence, predict their likelihood of interaction.. This data is from Experimentally validated miRNA-target interactions with 360,000+ pairs, plus equal number of negative samples. (1) The miRNA is hsa-miR-1234-3p with sequence UCGGCCUGACCACCCACCCCAC. The protein sequence of the target gene is MWPPRFPPPRPGMSEETRQSKLAAAKKKLREYQQKNSPGVPAGAKKKKKIKNGHSPERPTASDCQSPENVPTDHIAPAPPTAATDTMFLGVTPSPDADLTQSHDAGNCSNLMEETKTFSSTESLRQLSQQLNGLVSESTSYINGEGLTSSNMKELENRYQELAVALDSSYVTNKQLSSTIEELKQQNQDTLDQLEKEKKDYQQKLAKEQGSLREQLQVHIQTIGILVSEKAELQTALAHTQQAARQKAGESEDLASRLQSSRQRVGELERTLSTVSTQQKQADRYNKDLTKERDALKLEL.... Result: 0 (no interaction). (2) The miRNA is hsa-miR-6754-3p with sequence UCUUCACCUGCCUCUGCCUGCA. The protein sequence of the target gene is MASGQGPGPPRQECGEPALPSASEEQVAQDTEEVFRSYVFYRHQQEQEAEGVAAPADPEMVTLPLQPSSTMGQVGRQLAIIGDDINRRYDSEFQTMLQHLQPTAENAYEYFTKIATSLFESGINWGRVVALLGFGYRLALHVYQHGLTGFLGQVTRFVVDFMLHHCIARWIAQRGGWVAALNLGNGPILNVLVVLGVVLLGQFVVRRFFKS. Result: 1 (interaction). (3) The miRNA is cel-miR-269 with sequence GGCAAGACUCUGGCAAAACU. The protein sequence of the target gene is MMANWAEARPLLILIVLLGQFVSIKAQEEDEDEGYGEEIACTQNGQMYLNRDIWKPAPCQICVCDNGAILCDKIECQDVLDCADPVTPPGECCPVCSQTPGGGNTNFGRGRKGQKGEPGLVPVVTGIRGRPGPAGPPGSQGPRGERGPKGRPGPRGPQGIDGEPGVPGQPGAPGPPGHPSHPGPDGLSRPFSAQMAGLDEKSGLGSQVGLMPGSVGPVGPRGPQGLQGQQGGAGPTGPPGEPGDPGPMGPIGSRGPEGPPGKPGEDGEPGRNGNPGEVGFAGSPGARGFPGAPGLPGLKG.... Result: 0 (no interaction). (4) The miRNA is hsa-miR-4678 with sequence AAGGUAUUGUUCAGACUUAUGA. The protein sequence of the target gene is MSALLRLLRTGAPAAACLRLGTSAGTGSRRAMALYHTEERGQPCSQNYRLFFKNVTGHYISPFHDIPLKVNSKEENGIPMKKARNDEYENLFNMIVEIPRWTNAKMEIATKEPMNPIKQYVKDGKLRYVANIFPYKGYIWNYGTLPQTWEDPHEKDKSTNCFGDNDPIDVCEIGSKILSCGEVIHVKILGILALIDEGETDWKLIAINANDPEASKFHDIDDVKKFKPGYLEATLNWFRLYKVPDGKPENQFAFNGEFKNKAFALEVIKSTHQCWKALLMKKCNGGAINCTNVQISDSPF.... Result: 0 (no interaction).